This data is from NCI-60 drug combinations with 297,098 pairs across 59 cell lines. The task is: Regression. Given two drug SMILES strings and cell line genomic features, predict the synergy score measuring deviation from expected non-interaction effect. (1) Drug 1: C1CC(C1)(C(=O)O)C(=O)O.[NH2-].[NH2-].[Pt+2]. Drug 2: CC1C(C(CC(O1)OC2CC(OC(C2O)C)OC3=CC4=CC5=C(C(=O)C(C(C5)C(C(=O)C(C(C)O)O)OC)OC6CC(C(C(O6)C)O)OC7CC(C(C(O7)C)O)OC8CC(C(C(O8)C)O)(C)O)C(=C4C(=C3C)O)O)O)O. Cell line: NCI-H322M. Synergy scores: CSS=44.2, Synergy_ZIP=-0.223, Synergy_Bliss=-2.04, Synergy_Loewe=-35.3, Synergy_HSA=-1.82. (2) Drug 1: C1CN1P(=S)(N2CC2)N3CC3. Drug 2: CC1CCC2CC(C(=CC=CC=CC(CC(C(=O)C(C(C(=CC(C(=O)CC(OC(=O)C3CCCCN3C(=O)C(=O)C1(O2)O)C(C)CC4CCC(C(C4)OC)OCCO)C)C)O)OC)C)C)C)OC. Cell line: NCI-H322M. Synergy scores: CSS=-2.53, Synergy_ZIP=0.476, Synergy_Bliss=-3.09, Synergy_Loewe=-4.61, Synergy_HSA=-6.33. (3) Drug 1: CCN(CC)CCNC(=O)C1=C(NC(=C1C)C=C2C3=C(C=CC(=C3)F)NC2=O)C. Drug 2: COCCOC1=C(C=C2C(=C1)C(=NC=N2)NC3=CC=CC(=C3)C#C)OCCOC.Cl. Cell line: M14. Synergy scores: CSS=10.6, Synergy_ZIP=-1.33, Synergy_Bliss=4.60, Synergy_Loewe=0.285, Synergy_HSA=2.64.